From a dataset of TCR-epitope binding with 47,182 pairs between 192 epitopes and 23,139 TCRs. Binary Classification. Given a T-cell receptor sequence (or CDR3 region) and an epitope sequence, predict whether binding occurs between them. (1) The epitope is QYDPVAALF. The TCR CDR3 sequence is CASSRQTGGAAYEQYF. Result: 0 (the TCR does not bind to the epitope). (2) The epitope is KLGGALQAK. The TCR CDR3 sequence is CASTRTFLNTEAFF. Result: 1 (the TCR binds to the epitope). (3) Result: 1 (the TCR binds to the epitope). The epitope is VTEHDTLLY. The TCR CDR3 sequence is CASSLFSSGQETQYF. (4) Result: 1 (the TCR binds to the epitope). The epitope is RLRAEAQVK. The TCR CDR3 sequence is CASSPQGRNEQFF. (5) The epitope is LLMPILTLT. Result: 0 (the TCR does not bind to the epitope). The TCR CDR3 sequence is CASSQGIIILAGGPMETQYF. (6) The epitope is NLNESLIDL. The TCR CDR3 sequence is CASSPRQGAGEQYF. Result: 0 (the TCR does not bind to the epitope). (7) The epitope is RPHERNGFTVL. The TCR CDR3 sequence is CSVGQGFGNTIYF. Result: 0 (the TCR does not bind to the epitope).